Dataset: Full USPTO retrosynthesis dataset with 1.9M reactions from patents (1976-2016). Task: Predict the reactants needed to synthesize the given product. (1) Given the product [OH:16][C@@H:13]1[C@H:11]2[C@H:10]([CH2:9][N:8]([C:25]([O:27][C:28]([CH3:29])([CH3:30])[CH3:31])=[O:26])[CH2:12]2)[CH2:15][CH2:14]1, predict the reactants needed to synthesize it. The reactants are: C([N:8]1[CH2:12][CH:11]2[CH:13]([OH:16])[CH2:14][CH2:15][CH:10]2[CH2:9]1)C1C=CC=CC=1.[C:25](O[C:25]([O:27][C:28]([CH3:31])([CH3:30])[CH3:29])=[O:26])([O:27][C:28]([CH3:31])([CH3:30])[CH3:29])=[O:26].[H][H]. (2) Given the product [CH:29]12[CH2:37][CH:33]([CH2:32][NH:31][CH2:30]1)[C:34]1[CH:35]=[CH:36][C:26]([NH:25][C:17]3[N:16]=[C:15]([NH:14][CH2:13][C:12]4[C:7]([NH:2][S:3]([CH3:6])(=[O:4])=[O:5])=[N:8][CH:9]=[CH:10][CH:11]=4)[C:20]([C:21]([F:22])([F:23])[F:24])=[CH:19][N:18]=3)=[CH:27][C:28]2=1, predict the reactants needed to synthesize it. The reactants are: C[N:2]([C:7]1[C:12]([CH2:13][NH:14][C:15]2[C:20]([C:21]([F:24])([F:23])[F:22])=[CH:19][N:18]=[C:17]([NH:25][C:26]3[CH:36]=[CH:35][C:34]4[CH:33]5[CH2:37][CH:29]([CH2:30][N:31](C(=O)C(F)(F)F)[CH2:32]5)[C:28]=4[CH:27]=3)[N:16]=2)=[CH:11][CH:10]=[CH:9][N:8]=1)[S:3]([CH3:6])(=[O:5])=[O:4].[OH-].[Na+]. (3) The reactants are: [C:1]([O:5][C:6]([N:8]1[CH2:11][CH:10]([C:12]2[CH:13]=[C:14]([N:22]([CH2:29][CH3:30])[CH:23]3[CH2:28][CH2:27][O:26][CH2:25][CH2:24]3)[C:15]([CH3:21])=[C:16]([CH:20]=2)[C:17]([OH:19])=O)[CH2:9]1)=[O:7])([CH3:4])([CH3:3])[CH3:2].CCN(C(C)C)C(C)C.CN(C(ON1N=NC2C=CC=NC1=2)=[N+](C)C)C.F[P-](F)(F)(F)(F)F.[NH2:64][CH2:65][C:66]1[C:67](=[O:74])[NH:68][C:69]([CH3:73])=[CH:70][C:71]=1[CH3:72]. Given the product [CH3:72][C:71]1[CH:70]=[C:69]([CH3:73])[NH:68][C:67](=[O:74])[C:66]=1[CH2:65][NH:64][C:17]([C:16]1[CH:20]=[C:12]([CH:10]2[CH2:11][N:8]([C:6]([O:5][C:1]([CH3:2])([CH3:3])[CH3:4])=[O:7])[CH2:9]2)[CH:13]=[C:14]([N:22]([CH2:29][CH3:30])[CH:23]2[CH2:24][CH2:25][O:26][CH2:27][CH2:28]2)[C:15]=1[CH3:21])=[O:19], predict the reactants needed to synthesize it. (4) Given the product [CH3:1][C:2]1[CH:6]=[C:5]([N:7]2[C:21](=[O:22])[C:20]3[C:15](=[CH:16][CH:17]=[CH:18][CH:19]=3)[C:14]2=[O:23])[S:4][N:3]=1, predict the reactants needed to synthesize it. The reactants are: [CH3:1][C:2]1[CH:6]=[C:5]([NH2:7])[S:4][N:3]=1.C(OC(N1[C:21](=[O:22])[C:20]2[C:15](=[CH:16][CH:17]=[CH:18][CH:19]=2)[C:14]1=[O:23])=O)C. (5) Given the product [O:1]1[CH2:20][CH2:19][N:6]2[N:5]=[C:4]([C:7]([O:9][CH2:10][CH3:11])=[O:8])[CH:3]=[C:2]12, predict the reactants needed to synthesize it. The reactants are: [OH:1][C:2]1[NH:6][N:5]=[C:4]([C:7]([O:9][CH2:10][CH3:11])=[O:8])[CH:3]=1.C(=O)([O-])[O-].[K+].[K+].Br[CH2:19][CH2:20]Br. (6) Given the product [Cl:1][C:2]1[CH:19]=[C:18]([O:20][CH2:21][CH2:22][CH2:23][CH2:24][CH3:25])[CH:17]=[CH:16][C:3]=1[CH2:4][N:5]1[C:9]2[CH:10]=[C:11]([O:14][CH2:34][CH2:35][CH2:36][C:37]([O:39][CH2:40][CH3:41])=[O:38])[CH:12]=[CH:13][C:8]=2[N:7]=[C:6]1[CH3:15], predict the reactants needed to synthesize it. The reactants are: [Cl:1][C:2]1[CH:19]=[C:18]([O:20][CH2:21][CH2:22][CH2:23][CH2:24][CH3:25])[CH:17]=[CH:16][C:3]=1[CH2:4][N:5]1[C:9]2[CH:10]=[C:11]([OH:14])[CH:12]=[CH:13][C:8]=2[N:7]=[C:6]1[CH3:15].O1CCCC1.[H-].[Na+].Br[CH2:34][CH2:35][CH2:36][C:37]([O:39][CH2:40][CH3:41])=[O:38].